From a dataset of Tyrosyl-DNA phosphodiesterase HTS with 341,365 compounds. Binary Classification. Given a drug SMILES string, predict its activity (active/inactive) in a high-throughput screening assay against a specified biological target. (1) The drug is Clc1nc2n(nc(c2cc1C(O)=O)C)c1ccccc1. The result is 0 (inactive). (2) The compound is Brc1ccc(S(=O)(=O)Nc2ccc(OC)nc2)cc1. The result is 0 (inactive). (3) The molecule is O=c1n([nH]cc2c3c(nc12)ccc(c3)C)CC(=O)NCCc1ccc(cc1)C. The result is 0 (inactive). (4) The drug is Clc1cc(c(OCC(=O)Nc2scc(n2)c2sccc2)cc1)C. The result is 0 (inactive). (5) The drug is Brc1sc(C(=O)Cn2nc(c([N+]([O-])=O)c2C)C)cc1. The result is 0 (inactive). (6) The drug is O=C(Nc1c(cc(cc1)C)C)C=1C(n2[nH]cnc2=NC1C)c1ccc(cc1)C(OC)=O. The result is 0 (inactive). (7) The molecule is S(c1oc(nn1)c1ccc(cc1)C)CC#C. The result is 0 (inactive). (8) The molecule is O=C1Nc2c(N(C(C1)C)C)cc([N+]([O-])=O)cc2. The result is 0 (inactive). (9) The compound is Clc1cc(NC(=O)NNC(=O)Cc2ccc([N+]([O-])=O)cc2)ccc1F. The result is 0 (inactive). (10) The drug is Clc1c(OCC(=O)NC2CC(NC(C2)(C)C)(C)C)cc2oc(=O)c(c(c2c1)C)C. The result is 0 (inactive).